This data is from CYP2C19 inhibition data for predicting drug metabolism from PubChem BioAssay. The task is: Regression/Classification. Given a drug SMILES string, predict its absorption, distribution, metabolism, or excretion properties. Task type varies by dataset: regression for continuous measurements (e.g., permeability, clearance, half-life) or binary classification for categorical outcomes (e.g., BBB penetration, CYP inhibition). Dataset: cyp2c19_veith. The molecule is Cc1nn(Cc2ccccc2Cl)c(C)c1NC(=O)CCCn1nc(C)c([N+](=O)[O-])c1C. The result is 0 (non-inhibitor).